This data is from Blood-brain barrier permeability classification from the B3DB database. The task is: Regression/Classification. Given a drug SMILES string, predict its absorption, distribution, metabolism, or excretion properties. Task type varies by dataset: regression for continuous measurements (e.g., permeability, clearance, half-life) or binary classification for categorical outcomes (e.g., BBB penetration, CYP inhibition). Dataset: b3db_classification. (1) The drug is CN1CC[C@@]23c4c5ccc(O)c4O[C@@H]2CCC[C@@H]3[C@@H]1C5. The result is 1 (penetrates BBB). (2) The drug is OC1COC(O)C(O)C1O. The result is 0 (does not penetrate BBB). (3) The drug is CNC(=O)OC1OC(=O)C2C3C=CC(C3)C12. The result is 1 (penetrates BBB). (4) The drug is CC1OC(OC2CC(O)C3(CO)C4C(O)CC5(C)C(C6=CC(=O)OC6)CCC5(O)C4CCC3(O)C2)C(O)C(O)C1O. The result is 0 (does not penetrate BBB). (5) The compound is CSC(=O)[C@@]1(OC(C)=O)[C@@H](C)C[C@H]2[C@@H]3CCC4=CC(=O)C=C[C@]4(C)[C@@]3(F)[C@@H](O)C[C@@]21C. The result is 1 (penetrates BBB). (6) The drug is CSc1ccc2c(c1)N(CC[C@@H]1CCCCN1C)c1ccccc1S2. The result is 1 (penetrates BBB). (7) The drug is CCc1cc2c(cc1CC)CC(NCC(O)c1ccc(O)c3[nH]c(=O)ccc13)C2. The result is 0 (does not penetrate BBB). (8) The drug is C[C@@H](Cc1ccccc1)N[C@H](C#N)c1ccccc1. The result is 1 (penetrates BBB). (9) The molecule is O=C1Nc2ccc(Cl)cc2C(c2ccccc2)=NC1O. The result is 1 (penetrates BBB).